This data is from Catalyst prediction with 721,799 reactions and 888 catalyst types from USPTO. The task is: Predict which catalyst facilitates the given reaction. (1) Reactant: [OH:1][C:2]1[CH:3]=[CH:4][C:5]2[S:9][C:8]([C:10]3[CH:20]=[CH:19][C:13]([C:14]([O:16][CH2:17][CH3:18])=[O:15])=[CH:12][CH:11]=3)=[CH:7][C:6]=2[CH:21]=1.[Cl:22][C:23]1[CH:28]=[CH:27][CH:26]=[C:25]([Cl:29])[C:24]=1[C:30]1[C:34]([CH2:35]O)=[C:33]([CH:37]([CH3:39])[CH3:38])[O:32][N:31]=1.C1(P(C2C=CC=CC=2)C2C=CC=CC=2)C=CC=CC=1.N(C(OC(C)C)=O)=NC(OC(C)C)=O. Product: [Cl:29][C:25]1[CH:26]=[CH:27][CH:28]=[C:23]([Cl:22])[C:24]=1[C:30]1[C:34]([CH2:35][O:1][C:2]2[CH:3]=[CH:4][C:5]3[S:9][C:8]([C:10]4[CH:20]=[CH:19][C:13]([C:14]([O:16][CH2:17][CH3:18])=[O:15])=[CH:12][CH:11]=4)=[CH:7][C:6]=3[CH:21]=2)=[C:33]([CH:37]([CH3:39])[CH3:38])[O:32][N:31]=1. The catalyst class is: 4. (2) Reactant: [Cl:1][C:2]1[CH:3]=[CH:4][N:5]2[C:10]=1[C:9](=[O:11])[CH:8](C(OCC)=O)[C:7](=[O:17])[NH:6]2.[OH-].[Na+]. Product: [Cl:1][C:2]1[CH:3]=[CH:4][N:5]2[C:10]=1[C:9]([OH:11])=[CH:8][C:7]([OH:17])=[N:6]2. The catalyst class is: 38. (3) Reactant: [N:1]1[CH:6]=[CH:5][CH:4]=[CH:3][C:2]=1[CH2:7][OH:8].[H-].[Na+].[Cl:11][C:12]1[N:17]=[C:16]2[CH2:18][CH2:19][CH2:20][C:15]2=[C:14](Cl)[CH:13]=1. Product: [ClH:11].[ClH:11].[N:1]1[CH:6]=[CH:5][CH:4]=[C:3]([C:14]2[CH:13]=[C:12]([O:8][CH2:7][C:2]3[CH:3]=[CH:4][CH:5]=[CH:6][N:1]=3)[N:17]=[C:16]3[CH2:18][CH2:19][CH2:20][C:15]=23)[CH:2]=1. The catalyst class is: 11. (4) Reactant: [CH3:1][O:2][C:3](=[O:18])[CH:4]([C:8](=[O:17])[C:9]1[CH:14]=[CH:13][C:12]([CH2:15][Cl:16])=[CH:11][CH:10]=1)[C:5](=O)[CH3:6].Cl.[NH2:20]O.C([O-])(O)=O.[Na+]. Product: [CH3:1][O:2][C:3]([C:4]1[C:5]([CH3:6])=[N:20][O:17][C:8]=1[C:9]1[CH:14]=[CH:13][C:12]([CH2:15][Cl:16])=[CH:11][CH:10]=1)=[O:18]. The catalyst class is: 15. (5) Reactant: [Br:1][C:2]1[CH:3]=[CH:4][C:5]2[S:14][C:8]3[CH2:9][NH:10][CH2:11][CH2:12][CH2:13][C:7]=3[C:6]=2[CH:15]=1.C(N(CC)CC)C.[C:23](O[C:23]([O:25][C:26]([CH3:29])([CH3:28])[CH3:27])=[O:24])([O:25][C:26]([CH3:29])([CH3:28])[CH3:27])=[O:24]. Product: [Br:1][C:2]1[CH:3]=[CH:4][C:5]2[S:14][C:8]3[CH2:9][N:10]([C:23]([O:25][C:26]([CH3:29])([CH3:28])[CH3:27])=[O:24])[CH2:11][CH2:12][CH2:13][C:7]=3[C:6]=2[CH:15]=1. The catalyst class is: 5. (6) Reactant: [Li]CCCC.[Cl:6][C:7]1[C:16]2[C:11](=[CH:12][CH:13]=[C:14](C(C3C(C)=NC(C)=CC=3)O)[CH:15]=2)[N:10]=[C:9]([O:27][CH3:28])[C:8]=1[CH2:29][C:30]1[CH:35]=[CH:34][C:33]([C:36]([F:39])([F:38])[F:37])=[CH:32][CH:31]=1.[CH3:40][N:41]1[C:45]([C:46]([C:48]2[CH:49]=[N:50][C:51]([C:54]([F:57])([F:56])[F:55])=[CH:52][CH:53]=2)=[O:47])=[CH:44][N:43]=[N:42]1. Product: [Cl:6][C:7]1[C:16]2[C:11](=[CH:12][CH:13]=[C:14]([C:46]([C:45]3[N:41]([CH3:40])[N:42]=[N:43][CH:44]=3)([C:48]3[CH:49]=[N:50][C:51]([C:54]([F:55])([F:57])[F:56])=[CH:52][CH:53]=3)[OH:47])[CH:15]=2)[N:10]=[C:9]([O:27][CH3:28])[C:8]=1[CH2:29][C:30]1[CH:35]=[CH:34][C:33]([C:36]([F:39])([F:37])[F:38])=[CH:32][CH:31]=1. The catalyst class is: 1. (7) Reactant: [OH:1][CH2:2][C:3]1[C:8]([C:9]#[N:10])=[C:7]([O:11][CH3:12])[N:6]=[C:5]([CH3:13])[CH:4]=1.CCN(CC)CC.[CH3:21][S:22](Cl)(=[O:24])=[O:23]. The catalyst class is: 2. Product: [CH3:21][S:22]([O:1][CH2:2][C:3]1[CH:4]=[C:5]([CH3:13])[N:6]=[C:7]([O:11][CH3:12])[C:8]=1[C:9]#[N:10])(=[O:24])=[O:23]. (8) Reactant: [O:1]([C:8]1[C:9]([NH2:14])=[N:10][CH:11]=[CH:12][CH:13]=1)[C:2]1[CH:7]=[CH:6][CH:5]=[CH:4][CH:3]=1.[Br:15]Br.S(=O)(O)[O-].[Na+]. Product: [Br:15][C:12]1[CH:13]=[C:8]([O:1][C:2]2[CH:3]=[CH:4][CH:5]=[CH:6][CH:7]=2)[C:9]([NH2:14])=[N:10][CH:11]=1. The catalyst class is: 15. (9) Reactant: C(O)CO.[C:5]([CH:7]([C:12]1([C:22]2[CH:27]=[CH:26][CH:25]=[CH:24][N:23]=2)[CH2:21][C:16]2([CH2:20][CH2:19][CH2:18][CH2:17]2)[O:15][CH2:14][CH2:13]1)C(OC)=O)#[N:6].[OH-].[K+]. Product: [N:23]1[CH:24]=[CH:25][CH:26]=[CH:27][C:22]=1[C:12]1([CH2:7][C:5]#[N:6])[CH2:21][C:16]2([CH2:20][CH2:19][CH2:18][CH2:17]2)[O:15][CH2:14][CH2:13]1. The catalyst class is: 6. (10) Reactant: [CH:1]1([C:6]([O:8][CH3:9])=[O:7])[CH2:5][CH2:4][CH2:3][CH2:2]1.[C:10]([O:15][CH2:16][CH3:17])(=[O:14])[C:11]([O-])=[O:12].C([N-]C(C)C)(C)C.[Li+]. Product: [CH2:16]([O:15][C:10](=[O:14])[C:11]([C:1]1([C:6]([O:8][CH3:9])=[O:7])[CH2:5][CH2:4][CH2:3][CH2:2]1)=[O:12])[CH3:17]. The catalyst class is: 7.